This data is from Full USPTO retrosynthesis dataset with 1.9M reactions from patents (1976-2016). The task is: Predict the reactants needed to synthesize the given product. Given the product [NH:1]1[CH:5]=[C:4]([CH2:6][CH2:7][C:8]([NH:12][CH:13]2[CH2:14][CH2:15][N:16]([C:19]([O:21][CH2:22][C:23]3[CH:28]=[C:27]([Cl:29])[CH:26]=[C:25]([Cl:30])[CH:24]=3)=[O:20])[CH2:17][CH2:18]2)=[O:10])[N:3]=[N:2]1, predict the reactants needed to synthesize it. The reactants are: [NH:1]1[CH:5]=[C:4]([CH2:6][CH2:7][C:8]([OH:10])=O)[N:3]=[N:2]1.Cl.[NH2:12][CH:13]1[CH2:18][CH2:17][N:16]([C:19]([O:21][CH2:22][C:23]2[CH:28]=[C:27]([Cl:29])[CH:26]=[C:25]([Cl:30])[CH:24]=2)=[O:20])[CH2:15][CH2:14]1.CCN(C(C)C)C(C)C.C(P1(=O)OP(CCC)(=O)OP(CCC)(=O)O1)CC.